Dataset: Catalyst prediction with 721,799 reactions and 888 catalyst types from USPTO. Task: Predict which catalyst facilitates the given reaction. (1) Reactant: [CH:1]1([CH2:7][CH:8]([OH:12])[C:9]([OH:11])=O)[CH2:6][CH2:5][CH2:4][CH2:3][CH2:2]1.[CH2:13]([O:20][C:21]1[CH:22]=[C:23]([NH2:27])[CH:24]=[CH:25][CH:26]=1)[C:14]1[CH:19]=[CH:18][CH:17]=[CH:16][CH:15]=1.OC1C2N=NNC=2C=CC=1.CN(C)CCCN=C=NCC.CN1CCOCC1. Product: [CH2:13]([O:20][C:21]1[CH:22]=[C:23]([NH:27][C:9](=[O:11])[CH:8]([OH:12])[CH2:7][CH:1]2[CH2:2][CH2:3][CH2:4][CH2:5][CH2:6]2)[CH:24]=[CH:25][CH:26]=1)[C:14]1[CH:15]=[CH:16][CH:17]=[CH:18][CH:19]=1. The catalyst class is: 18. (2) Reactant: Cl.Cl.[CH:3]1([CH2:9][CH2:10][O:11][C:12]2[CH:13]=[C:14]([CH:23]=[CH:24][N:25]=2)[C:15]([N:17]2[CH2:22][CH2:21][NH:20][CH2:19][CH2:18]2)=[O:16])[CH2:8][CH2:7][CH2:6][CH2:5][CH2:4]1.C1([O:32][C:33](=O)[NH:34][C:35]2[CH:40]=[N:39][CH:38]=[CH:37][N:36]=2)C=CC=CC=1.C(=O)([O-])O.[Na+]. Product: [CH:3]1([CH2:9][CH2:10][O:11][C:12]2[CH:13]=[C:14]([CH:23]=[CH:24][N:25]=2)[C:15]([N:17]2[CH2:22][CH2:21][N:20]([C:33]([NH:34][C:35]3[CH:40]=[N:39][CH:38]=[CH:37][N:36]=3)=[O:32])[CH2:19][CH2:18]2)=[O:16])[CH2:8][CH2:7][CH2:6][CH2:5][CH2:4]1. The catalyst class is: 10. (3) The catalyst class is: 245. Reactant: [NH2:1][C:2]1[CH:3]=[CH:4][C:5]([S:52]([CH:55]2[CH2:57][CH2:56]2)(=[O:54])=[O:53])=[C:6]([CH2:8][N:9]([CH3:51])[C:10]([CH:12]([NH:24][C:25]2[CH:26]=[C:27]3[C:32](=[CH:33][CH:34]=2)[C:31]([N:35]([C:43]([O:45][C:46]([CH3:49])([CH3:48])[CH3:47])=[O:44])[C:36](=[O:42])[O:37][C:38]([CH3:41])([CH3:40])[CH3:39])=[N:30][CH:29]=[C:28]3[F:50])[C:13]2[CH:18]=[CH:17][C:16]([C@@H:19]([CH3:22])[CH2:20][OH:21])=[C:15]([CH3:23])[CH:14]=2)=[O:11])[CH:7]=1.[C:58](Cl)(Cl)=[O:59]. Product: [C:38]([O:37][C:36]([N:35]([C:31]1[C:32]2[C:27](=[CH:26][C:25]([NH:24][C@H:12]3[C:10](=[O:11])[N:9]([CH3:51])[CH2:8][C:6]4[CH:7]=[C:2]([CH:3]=[CH:4][C:5]=4[S:52]([CH:55]4[CH2:56][CH2:57]4)(=[O:54])=[O:53])[NH:1][C:58](=[O:59])[O:21][CH2:20][C@H:19]([CH3:22])[C:16]4[CH:17]=[CH:18][C:13]3=[CH:14][C:15]=4[CH3:23])=[CH:34][CH:33]=2)[C:28]([F:50])=[CH:29][N:30]=1)[C:43](=[O:44])[O:45][C:46]([CH3:47])([CH3:48])[CH3:49])=[O:42])([CH3:40])([CH3:39])[CH3:41]. (4) Reactant: [Cl:1][C:2]1[C:3]([CH3:10])=[C:4]([CH:6]=[C:7]([CH3:9])[CH:8]=1)[NH2:5].[Br-:11].[Br-].[Br-].C([N+](CCCC)(CCCC)CCCC)CCC.C([N+](CCCC)(CCCC)CCCC)CCC.C([N+](CCCC)(CCCC)CCCC)CCC. Product: [Br:11][C:8]1[C:7]([CH3:9])=[CH:6][C:4]([NH2:5])=[C:3]([CH3:10])[C:2]=1[Cl:1]. The catalyst class is: 22. (5) Reactant: Cl.[Cl:2][C:3]1[S:7][C:6]([C:8]([NH2:10])=[NH:9])=[CH:5][CH:4]=1.O=[C:12]1[CH2:16][CH2:15][CH2:14][CH:13]1[C:17](OCC)=[O:18].C[O-].[Na+]. Product: [Cl:2][C:3]1[S:7][C:6]([C:8]2[NH:10][C:17](=[O:18])[C:13]3[CH2:14][CH2:15][CH2:16][C:12]=3[N:9]=2)=[CH:5][CH:4]=1. The catalyst class is: 8. (6) Reactant: C(N(CC)CC)C.[CH2:8]([O:10][P:11]([CH2:16][C:17]([OH:19])=O)([O:13][CH2:14][CH3:15])=[O:12])[CH3:9].[NH2:20][C:21]1[CH:22]=[C:23]2[C:28](=[CH:29][C:30]=1[O:31][CH2:32][CH:33]1[CH2:35][CH2:34]1)[N:27]=[CH:26][N:25]=[C:24]2[NH:36][C:37]1[CH:42]=[CH:41][C:40]([F:43])=[C:39]([Cl:44])[CH:38]=1.O. Product: [Cl:44][C:39]1[CH:38]=[C:37]([NH:36][C:24]2[C:23]3[C:28](=[CH:29][C:30]([O:31][CH2:32][CH:33]4[CH2:34][CH2:35]4)=[C:21]([NH:20][C:17]([CH2:16][P:11]([O:10][CH2:8][CH3:9])([O:13][CH2:14][CH3:15])=[O:12])=[O:19])[CH:22]=3)[N:27]=[CH:26][N:25]=2)[CH:42]=[CH:41][C:40]=1[F:43]. The catalyst class is: 9.